This data is from Forward reaction prediction with 1.9M reactions from USPTO patents (1976-2016). The task is: Predict the product of the given reaction. (1) Given the reactants [NH2:1][C:2]1[N:7]=[CH:6][N:5]=[C:4]([NH:8][CH:9]([C:11]2[C:20]([O:21][CH3:22])=[C:19]([C:23]([O:25]C)=[O:24])[C:18]3[C:13](=[CH:14][CH:15]=[C:16]([F:27])[CH:17]=3)[N:12]=2)[CH3:10])[C:3]=1[C:28]#[N:29].[Li+].[OH-], predict the reaction product. The product is: [NH2:1][C:2]1[N:7]=[CH:6][N:5]=[C:4]([NH:8][CH:9]([C:11]2[C:20]([O:21][CH3:22])=[C:19]([C:23]([OH:25])=[O:24])[C:18]3[C:13](=[CH:14][CH:15]=[C:16]([F:27])[CH:17]=3)[N:12]=2)[CH3:10])[C:3]=1[C:28]#[N:29]. (2) The product is: [C:19]([O:23][C:12]([NH:11][C:8]1[S:9][CH:10]=[C:6]([CH2:5][N:3]([O:2][CH3:1])[CH3:4])[N:7]=1)=[O:13])([CH3:22])([CH3:21])[CH3:20]. Given the reactants [CH3:1][O:2][N:3]([CH2:5][C:6]1[N:7]=[C:8]([NH:11][C:12](N2C=CN=C2)=[O:13])[S:9][CH:10]=1)[CH3:4].[C:19]([OH:23])([CH3:22])([CH3:21])[CH3:20], predict the reaction product. (3) Given the reactants [CH:1]1([C:4]2[C:9]([CH:10](O)[CH3:11])=[CH:8][N:7]=[C:6]([C:13]3[CH:18]=[CH:17][C:16]([C:19]([F:22])([F:21])[F:20])=[CH:15][CH:14]=3)[N:5]=2)[CH2:3][CH2:2]1.S(Cl)([Cl:25])=O, predict the reaction product. The product is: [Cl:25][CH:10]([C:9]1[C:4]([CH:1]2[CH2:2][CH2:3]2)=[N:5][C:6]([C:13]2[CH:14]=[CH:15][C:16]([C:19]([F:22])([F:21])[F:20])=[CH:17][CH:18]=2)=[N:7][CH:8]=1)[CH3:11]. (4) The product is: [F:24][C:19]1[CH:20]=[CH:21][CH:22]=[CH:23][C:18]=1[CH2:17][N:10]1[C:11]2=[N:12][CH:13]=[CH:14][CH:15]=[C:16]2[C:8]([C:6]2[N:7]=[CH:2][C:3]3[C:27](=[O:34])[C:26](=[O:32])[NH:25][C:4]=3[N:5]=2)=[N:9]1. Given the reactants N[C:2]1[C:3]2[C:27]3(CCOC3)[C:26](=[O:32])[NH:25][C:4]=2[N:5]=[C:6]([C:8]2[C:16]3[C:11](=[N:12][CH:13]=[CH:14][CH:15]=3)[N:10]([CH2:17][C:18]3[CH:23]=[CH:22][CH:21]=[CH:20][C:19]=3[F:24])[N:9]=2)[N:7]=1.[Se](=O)=[O:34], predict the reaction product. (5) Given the reactants [F:1][C:2]1[CH:3]=[C:4]([CH:9]([OH:27])[CH:10]([CH2:16][C:17]2[CH:22]=[CH:21][C:20]([C:23]([F:26])([F:25])[F:24])=[CH:19][CH:18]=2)[C:11]([O:13]CC)=[O:12])[CH:5]=[CH:6][C:7]=1[F:8].[OH-].[Na+].Cl, predict the reaction product. The product is: [F:1][C:2]1[CH:3]=[C:4]([CH:9]([OH:27])[CH:10]([CH2:16][C:17]2[CH:22]=[CH:21][C:20]([C:23]([F:24])([F:25])[F:26])=[CH:19][CH:18]=2)[C:11]([OH:13])=[O:12])[CH:5]=[CH:6][C:7]=1[F:8]. (6) Given the reactants [CH2:1]([C:8]1[NH:9][CH:10]=[C:11]([CH:13]=[O:14])[N:12]=1)[C:2]1[CH:7]=[CH:6][CH:5]=[CH:4][CH:3]=1.C(=O)([O-])O.[Na+].Cl[C:21]([O:23][CH2:24][C:25]1[CH:30]=[CH:29][C:28]([N+:31]([O-:33])=[O:32])=[CH:27][CH:26]=1)=[O:22], predict the reaction product. The product is: [N+:31]([C:28]1[CH:27]=[CH:26][C:25]([CH2:24][O:23][C:21]([N:9]2[CH:10]=[C:11]([CH:13]=[O:14])[N:12]=[C:8]2[CH2:1][C:2]2[CH:3]=[CH:4][CH:5]=[CH:6][CH:7]=2)=[O:22])=[CH:30][CH:29]=1)([O-:33])=[O:32]. (7) The product is: [CH2:28]([C:25]1[N:24]=[C:23]([CH:22]=[CH:21][C:9]2[CH:8]=[C:7]([OH:6])[C:12]([OH:13])=[CH:11][CH:10]=2)[O:27][N:26]=1)[CH3:29]. Given the reactants C([Si](C)(C)[O:6][C:7]1[CH:8]=[C:9]([CH:21]=[CH:22][C:23]2[O:27][N:26]=[C:25]([CH2:28][CH3:29])[N:24]=2)[CH:10]=[CH:11][C:12]=1[O:13][Si](C(C)(C)C)(C)C)(C)(C)C.[F-].C([N+](CCCC)(CCCC)CCCC)CCC, predict the reaction product.